The task is: Predict the reaction yield, written as a fraction of the theoretical maximum amount of product (1.0 means a 100% yield; for example, 0.34 means a 34% yield).. This data is from Reaction yield outcomes from USPTO patents with 853,638 reactions. (1) The reactants are [OH:1][C@@H:2]1[CH2:6][CH2:5][O:4][C:3]1=[O:7].C1(P(C2C=CC=CC=2)C2C=CC=CC=2)C=CC=CC=1.[Br:27][C:28]1[N:33]=[CH:32][C:31](O)=[CH:30][CH:29]=1. The catalyst is C1(C)C=CC=CC=1. The product is [Br:27][C:28]1[N:33]=[CH:32][C:31]([O:1][C@H:2]2[CH2:6][CH2:5][O:4][C:3]2=[O:7])=[CH:30][CH:29]=1. The yield is 0.790. (2) The reactants are Cl.[N:2]12[CH2:9][CH2:8][CH:5]([CH2:6][CH2:7]1)[CH:4]([CH2:10][C:11]([OH:13])=O)[CH2:3]2.CN(C(ON1N=NC2C=CC=NC1=2)=[N+](C)C)C.F[P-](F)(F)(F)(F)F.[Br:38][C:39]1[CH:44]=[CH:43][C:42]([C:45]([NH2:48])([CH3:47])[CH3:46])=[CH:41][CH:40]=1.C(N(CC)CC)C. The product is [Br:38][C:39]1[CH:40]=[CH:41][C:42]([C:45]([NH:48][C:11](=[O:13])[CH2:10][CH:4]2[CH:5]3[CH2:6][CH2:7][N:2]([CH2:9][CH2:8]3)[CH2:3]2)([CH3:46])[CH3:47])=[CH:43][CH:44]=1. The yield is 0.760. The catalyst is CN(C=O)C. (3) The reactants are [Cl:1][C:2]1[CH:15]=[CH:14][C:5]([NH:6]C(OC(C)(C)C)=O)=[CH:4][CH:3]=1.[F:16][C:17]1[CH:25]=[C:24]([F:26])[CH:23]=[CH:22][C:18]=1[C:19](Cl)=[O:20]. No catalyst specified. The product is [NH2:6][C:5]1[CH:4]=[CH:3][C:2]([Cl:1])=[CH:15][C:14]=1[C:19]([C:18]1[CH:22]=[CH:23][C:24]([F:26])=[CH:25][C:17]=1[F:16])=[O:20]. The yield is 0.200. (4) The product is [CH2:70]([O:72][C:73](=[O:96])[CH2:74][N:75]([C:77](=[O:95])[C@@H:78]([NH:94][C:27](=[O:28])[C@@H:2]([NH:1][C:30]([O:32][C:33]([CH3:36])([CH3:35])[CH3:34])=[O:31])[CH2:3][CH2:4][CH2:5][NH:6]/[C:7](/[NH2:26])=[N:8]\[S:9]([C:12]1[C:13]([CH3:14])=[C:15]([CH3:16])[C:17]2[O:18][C:19]([CH3:21])([CH3:20])[CH2:22][C:23]=2[C:24]=1[CH3:25])(=[O:11])=[O:10])[CH2:79][N:80]([CH3:93])[S:81]([C:84]1[CH:89]=[CH:88][CH:87]=[CH:86][C:85]=1[N+:90]([O-:92])=[O:91])(=[O:83])=[O:82])[CH3:76])[CH3:71]. The yield is 0.590. The catalyst is CN(C=O)C. The reactants are [NH:1]([C:30]([O:32][C:33]([CH3:36])([CH3:35])[CH3:34])=[O:31])[C@H:2]([C:27](O)=[O:28])[CH2:3][CH2:4][CH2:5][NH:6][C:7](=[NH:26])[NH:8][S:9]([C:12]1[C:24]([CH3:25])=[C:23]2[C:17]([O:18][C:19]([CH2:22]2)([CH3:21])[CH3:20])=[C:15]([CH3:16])[C:13]=1[CH3:14])(=[O:11])=[O:10].CCN(C(C)C)C(C)C.CN(C(ON1N=NC2C=CC=NC1=2)=[N+](C)C)C.F[P-](F)(F)(F)(F)F.[CH2:70]([O:72][C:73](=[O:96])[CH2:74][N:75]([C:77](=[O:95])[C@@H:78]([NH2:94])[CH2:79][N:80]([CH3:93])[S:81]([C:84]1[CH:89]=[CH:88][CH:87]=[CH:86][C:85]=1[N+:90]([O-:92])=[O:91])(=[O:83])=[O:82])[CH3:76])[CH3:71]. (5) The reactants are [C:1]1([NH:7][C:8]([NH2:10])=[O:9])[CH:6]=[CH:5][CH:4]=[CH:3][CH:2]=1.Cl[C:12]([S:14]Cl)=[O:13]. The catalyst is C1COCC1. The product is [C:1]1([N:7]2[C:8](=[O:9])[NH:10][C:12](=[O:13])[S:14]2)[CH:6]=[CH:5][CH:4]=[CH:3][CH:2]=1. The yield is 0.200. (6) The reactants are F[C:2]1[CH:3]=[C:4]2[C:9](=[CH:10][C:11]=1[N+:12]([O-:14])=[O:13])[NH:8][C:7](=[O:15])[N:6]([NH:16][S:17]([CH3:20])(=[O:19])=[O:18])[C:5]2=[O:21].[CH2:22]([NH:25][C:26](=[O:33])[CH2:27][C:28]1[N:29]=[CH:30][NH:31][CH:32]=1)[CH:23]=[CH2:24]. No catalyst specified. The product is [CH2:22]([NH:25][C:26](=[O:33])[CH2:27][C:28]1[N:29]=[CH:30][N:31]([C:2]2[CH:3]=[C:4]3[C:9](=[CH:10][C:11]=2[N+:12]([O-:14])=[O:13])[NH:8][C:7](=[O:15])[N:6]([NH:16][S:17]([CH3:20])(=[O:19])=[O:18])[C:5]3=[O:21])[CH:32]=1)[CH:23]=[CH2:24]. The yield is 0.520. (7) The reactants are [CH2:1]([O:3][C:4]([C@H:6]1[C@@H:11]([NH2:12])[C@H:10]2[CH2:13][C@@H:7]1[CH2:8][CH2:9]2)=[O:5])[CH3:2].[C:14]([O-:24])(=[O:23])[C@H:15]([C:17]1[CH:22]=[CH:21][CH:20]=[CH:19][CH:18]=1)[OH:16].O[C@@H](C1C=CC=CC=1)C(O)=O. The catalyst is C(OCC)(=O)C. The product is [OH:16][C@@H:15]([C:17]1[CH:22]=[CH:21][CH:20]=[CH:19][CH:18]=1)[C:14]([O-:24])=[O:23].[CH2:1]([O:3][C:4]([C@@H:6]1[C@@H:7]2[CH2:13][C@@H:10]([CH2:9][CH2:8]2)[C@@H:11]1[NH3+:12])=[O:5])[CH3:2]. The yield is 0.180.